Predict the reaction yield, written as a fraction of the theoretical maximum amount of product (1.0 means a 100% yield; for example, 0.34 means a 34% yield). From a dataset of Reaction yield outcomes from USPTO patents with 853,638 reactions. (1) The reactants are [F:1][C:2]1([F:56])[CH2:7][CH2:6][CH:5]([C:8]2[C:17]3[CH:16]([O:18][CH2:19][C:20]4[CH:25]=[CH:24][C:23]([O:26][CH3:27])=[CH:22][CH:21]=4)[CH2:15][C:14]([CH3:29])([CH3:28])[CH2:13][C:12]=3[N:11]=[C:10]([CH:30]3[CH2:35][CH2:34][N:33]([C:36]4[N:41]=[CH:40][C:39]([CH2:42][OH:43])=[CH:38][N:37]=4)[CH2:32][CH2:31]3)[C:9]=2[CH:44]([F:55])[C:45]2[CH:50]=[CH:49][C:48]([C:51]([F:54])([F:53])[F:52])=[CH:47][CH:46]=2)[CH2:4][CH2:3]1.[CH:57](N(C(C)C)CC)(C)[CH3:58].CS(Cl)(=O)=O.C(=O)([O-])O.[Na+]. The catalyst is ClCCl.C(O)C. The yield is 0.850. The product is [F:56][C:2]1([F:1])[CH2:7][CH2:6][CH:5]([C:8]2[C:17]3[CH:16]([O:18][CH2:19][C:20]4[CH:21]=[CH:22][C:23]([O:26][CH3:27])=[CH:24][CH:25]=4)[CH2:15][C:14]([CH3:28])([CH3:29])[CH2:13][C:12]=3[N:11]=[C:10]([CH:30]3[CH2:31][CH2:32][N:33]([C:36]4[N:41]=[CH:40][C:39]([CH2:42][O:43][CH2:57][CH3:58])=[CH:38][N:37]=4)[CH2:34][CH2:35]3)[C:9]=2[CH:44]([F:55])[C:45]2[CH:46]=[CH:47][C:48]([C:51]([F:53])([F:52])[F:54])=[CH:49][CH:50]=2)[CH2:4][CH2:3]1. (2) The yield is 0.580. The product is [CH3:9][O:8][C:6]1[CH:5]=[CH:4][C:3]([C:10]([C:12]2[CH:13]=[N:14][C:15]([O:18][CH2:19][C:20]3[N:21]=[C:22]([C:26]4[CH:31]=[CH:30][CH:29]=[CH:28][CH:27]=4)[O:23][C:24]=3[CH3:25])=[CH:16][CH:17]=2)=[O:11])=[C:2]([CH:7]=1)[O:1][CH:33]([CH3:41])[C:34]([OH:36])=[O:35]. The reactants are [OH:1][C:2]1[CH:7]=[C:6]([O:8][CH3:9])[CH:5]=[CH:4][C:3]=1[C:10]([C:12]1[CH:13]=[N:14][C:15]([O:18][CH2:19][C:20]2[N:21]=[C:22]([C:26]3[CH:31]=[CH:30][CH:29]=[CH:28][CH:27]=3)[O:23][C:24]=2[CH3:25])=[CH:16][CH:17]=1)=[O:11].Br[CH:33]([CH3:41])[C:34]([O:36]C(C)(C)C)=[O:35].C(=O)([O-])[O-].[K+].[K+].CN(C)C=O. The catalyst is O. (3) No catalyst specified. The yield is 0.690. The product is [NH2:11][C:8]1[S:9][CH:10]=[C:6]([C:4]([NH2:13])=[O:3])[N:7]=1. The reactants are C([O:3][C:4]([C:6]1[N:7]=[C:8]([NH2:11])[S:9][CH:10]=1)=O)C.[OH-].[NH4+:13]. (4) The reactants are Cl[C:2]1[N:7]=[CH:6][C:5]2[C:8]([N:30]([CH2:40][C:41]3[CH:46]=[CH:45][C:44]([O:47][CH3:48])=[CH:43][CH:42]=3)[CH2:31][C:32]3[CH:37]=[CH:36][C:35]([O:38][CH3:39])=[CH:34][CH:33]=3)=[N:9][N:10]([C:11]([C:24]3[CH:29]=[CH:28][CH:27]=[CH:26][CH:25]=3)([C:18]3[CH:23]=[CH:22][CH:21]=[CH:20][CH:19]=3)[C:12]3[CH:17]=[CH:16][CH:15]=[CH:14][CH:13]=3)[C:4]=2[CH:3]=1.[C:49](=[O:56])([O:51][C:52]([CH3:55])([CH3:54])[CH3:53])[NH2:50].CC(C1C=C(C(C)C)C(C2C(P(C3CCCCC3)C3CCCCC3)=C(OC)C=CC=2OC)=C(C(C)C)C=1)C.C([O-])([O-])=O.[Cs+].[Cs+]. The catalyst is O1CCOCC1. The product is [CH3:48][O:47][C:44]1[CH:45]=[CH:46][C:41]([CH2:40][N:30]([CH2:31][C:32]2[CH:33]=[CH:34][C:35]([O:38][CH3:39])=[CH:36][CH:37]=2)[C:8]2[C:5]3[CH:6]=[N:7][C:2]([NH:50][C:49](=[O:56])[O:51][C:52]([CH3:55])([CH3:54])[CH3:53])=[CH:3][C:4]=3[N:10]([C:11]([C:12]3[CH:17]=[CH:16][CH:15]=[CH:14][CH:13]=3)([C:18]3[CH:23]=[CH:22][CH:21]=[CH:20][CH:19]=3)[C:24]3[CH:29]=[CH:28][CH:27]=[CH:26][CH:25]=3)[N:9]=2)=[CH:42][CH:43]=1. The yield is 0.710. (5) The reactants are [CH3:1][O:2][C:3]1[CH:8]=[CH:7][C:6]([C:9]2[N:14]3[N:15]=[C:16](N)[N:17]=[C:13]3[CH:12]=[CH:11][CH:10]=2)=[CH:5][CH:4]=1.C1(C)C=CC(S(O)(=O)=O)=CC=1.[I-:30].[K+].N([O-])=O.[Na+]. The catalyst is C(#N)C.O.C(OCC)(=O)C. The product is [I:30][C:16]1[N:17]=[C:13]2[CH:12]=[CH:11][CH:10]=[C:9]([C:6]3[CH:7]=[CH:8][C:3]([O:2][CH3:1])=[CH:4][CH:5]=3)[N:14]2[N:15]=1. The yield is 0.710. (6) The reactants are C[O:2][C:3]([C:5]1[CH:6]=[CH:7][C:8]2[N:9]([CH:22]=[N:23][CH:24]=2)[C:10]=1[NH:11][C:12]1[CH:17]=[CH:16][C:15]([CH:18]2[CH2:20][CH2:19]2)=[CH:14][C:13]=1[F:21])=[O:4].[OH-].[Na+]. The catalyst is CO. The product is [F:21][C:13]1[CH:14]=[C:15]([CH:18]2[CH2:19][CH2:20]2)[CH:16]=[CH:17][C:12]=1[NH:11][C:10]1[N:9]2[CH:22]=[N:23][CH:24]=[C:8]2[CH:7]=[CH:6][C:5]=1[C:3]([OH:4])=[O:2]. The yield is 0.870. (7) The reactants are C([N:8]1[CH:12]([CH3:13])[CH2:11][CH:10]([CH2:14][N:15]2[C:23]3[C:18](=[CH:19][C:20]([C:24]4[CH:25]=[N:26][N:27]([CH:29]5[CH2:34][CH2:33][CH2:32][CH2:31][O:30]5)[CH:28]=4)=[CH:21][CH:22]=3)[CH:17]=[C:16]2[CH3:35])[CH2:9]1)C1C=CC=CC=1.C([O-])=O.[NH4+].C(OCC)(=O)C. The catalyst is CO.[OH-].[OH-].[Pd+2]. The product is [CH3:35][C:16]1[N:15]([CH2:14][CH:10]2[CH2:11][CH:12]([CH3:13])[NH:8][CH2:9]2)[C:23]2[C:18]([CH:17]=1)=[CH:19][C:20]([C:24]1[CH:25]=[N:26][N:27]([CH:29]3[CH2:34][CH2:33][CH2:32][CH2:31][O:30]3)[CH:28]=1)=[CH:21][CH:22]=2. The yield is 0.590. (8) The reactants are [CH:1]([C:3]1[CH:8]=[CH:7][C:6]([N:9]2[CH2:14][CH2:13][CH:12]([NH:15][C:16](=[O:23])[C:17]3[CH:22]=[CH:21][CH:20]=[CH:19][CH:18]=3)[CH2:11][CH2:10]2)=[CH:5][CH:4]=1)=O.OS([O-])=O.[Na+].CC1C=CC(S(O)(=O)=O)=CC=1.[NH2:40][C:41]1[CH:49]=[C:48]([O:50][CH3:51])[CH:47]=[C:46]([O:52][CH3:53])[C:42]=1[C:43]([NH2:45])=[O:44]. The catalyst is CC(N(C)C)=O. The product is [CH3:53][O:52][C:46]1[CH:47]=[C:48]([O:50][CH3:51])[CH:49]=[C:41]2[C:42]=1[C:43](=[O:44])[NH:45][C:1]([C:3]1[CH:4]=[CH:5][C:6]([N:9]3[CH2:10][CH2:11][CH:12]([NH:15][C:16](=[O:23])[C:17]4[CH:18]=[CH:19][CH:20]=[CH:21][CH:22]=4)[CH2:13][CH2:14]3)=[CH:7][CH:8]=1)=[N:40]2. The yield is 0.100.